Dataset: Full USPTO retrosynthesis dataset with 1.9M reactions from patents (1976-2016). Task: Predict the reactants needed to synthesize the given product. (1) Given the product [C:23]([O:27][C:28](=[O:39])[CH2:29][C:30]1[C:34]([CH2:35][CH3:36])=[N:33][N:32]([CH2:11][C:12]2[CH:17]=[CH:16][C:15]([N+:18]([O-:20])=[O:19])=[CH:14][CH:13]=2)[C:31]=1[CH2:37][CH3:38])([CH3:25])([CH3:26])[CH3:24], predict the reactants needed to synthesize it. The reactants are: COC(=O)CC1C(C)=NN([CH2:11][C:12]2[CH:17]=[CH:16][C:15]([N+:18]([O-:20])=[O:19])=[CH:14][CH:13]=2)C=1C.[C:23]([O:27][C:28](=[O:39])[CH2:29][C:30]1[C:31]([CH2:37][CH3:38])=[N:32][NH:33][C:34]=1[CH2:35][CH3:36])([CH3:26])([CH3:25])[CH3:24]. (2) The reactants are: [NH2:1][C:2]1[CH:23]=[CH:22][C:5]2[S:6][CH2:7][CH2:8][N:9]([CH2:10][CH2:11][N:12]([CH2:20][CH3:21])[C:13](=[O:19])[O:14][C:15]([CH3:18])([CH3:17])[CH3:16])[C:4]=2[CH:3]=1.I.[S:25]1[CH:29]=[CH:28][CH:27]=[C:26]1[C:30](SC)=[NH:31]. Given the product [CH2:20]([N:12]([CH2:11][CH2:10][N:9]1[CH2:8][CH2:7][S:6][C:5]2[CH:22]=[CH:23][C:2]([NH:1][C:30]([C:26]3[S:25][CH:29]=[CH:28][CH:27]=3)=[NH:31])=[CH:3][C:4]1=2)[C:13](=[O:19])[O:14][C:15]([CH3:18])([CH3:17])[CH3:16])[CH3:21], predict the reactants needed to synthesize it. (3) Given the product [NH:13]1[CH2:14][CH2:15][N:16]=[C:12]1[CH:7]1[C:8]2[C:3](=[C:2]([CH2:30][OH:31])[CH:11]=[CH:10][CH:9]=2)[CH2:4][CH2:5][O:6]1, predict the reactants needed to synthesize it. The reactants are: Br[C:2]1[CH:11]=[CH:10][CH:9]=[C:8]2[C:3]=1[CH2:4][CH2:5][O:6][CH:7]2[C:12]1[NH:13][CH2:14][CH2:15][N:16]=1.C([Sn]([CH2:30][OH:31])(CCCC)CCCC)CCC. (4) The reactants are: [Br:1][C:2]1[CH:7]=[CH:6][N:5]2[C:8]([C:11](NC3C=C(C=CC=3F)C(O)=O)=[O:12])=[CH:9][N:10]=[C:4]2[CH:3]=1.S(Cl)(Cl)=O.[NH2:28][C:29]1[CH:30]=[C:31]([CH:36]=[CH:37][C:38]=1[CH3:39])[C:32]([O:34][CH3:35])=[O:33].N1C=CC=CC=1. Given the product [Br:1][C:2]1[CH:7]=[CH:6][N:5]2[C:8]([C:11]([NH:28][C:29]3[CH:30]=[C:31]([CH:36]=[CH:37][C:38]=3[CH3:39])[C:32]([O:34][CH3:35])=[O:33])=[O:12])=[CH:9][N:10]=[C:4]2[CH:3]=1, predict the reactants needed to synthesize it.